This data is from Forward reaction prediction with 1.9M reactions from USPTO patents (1976-2016). The task is: Predict the product of the given reaction. (1) Given the reactants Cl.[NH:2]1[C:6]2[CH:7]=[CH:8][CH:9]=[CH:10][C:5]=2[N:4]=[C:3]1[NH:11][C:12]([C:14]1[N:15]=[CH:16][NH:17][C:18]=1[C:19]([NH:21][C:22]1[CH:27]=[CH:26][C:25]([O:28][CH:29]2[CH2:34][CH2:33][NH:32][CH2:31][CH2:30]2)=[CH:24][C:23]=1[Cl:35])=[O:20])=[O:13].C=O.[CH3:38]CN(C(C)C)C(C)C.ClCCl, predict the reaction product. The product is: [NH:2]1[C:6]2[CH:7]=[CH:8][CH:9]=[CH:10][C:5]=2[N:4]=[C:3]1[NH:11][C:12]([C:14]1[N:15]=[CH:16][NH:17][C:18]=1[C:19]([NH:21][C:22]1[CH:27]=[CH:26][C:25]([O:28][CH:29]2[CH2:34][CH2:33][N:32]([CH3:38])[CH2:31][CH2:30]2)=[CH:24][C:23]=1[Cl:35])=[O:20])=[O:13]. (2) Given the reactants [NH2:1][CH2:2][CH:3]1[N:12]2[C:7](=[CH:8][C:9](=[O:18])[C:10]([C:13]([O:15][CH2:16][CH3:17])=[O:14])=[CH:11]2)[C:6]2[CH:19]=[C:20]([O:26][CH2:27][CH3:28])[C:21]([O:23][CH2:24][CH3:25])=[CH:22][C:5]=2[CH2:4]1.C(N(CC)CC)C.[CH3:36][S:37](Cl)(=[O:39])=[O:38], predict the reaction product. The product is: [CH2:24]([O:23][C:21]1[C:20]([O:26][CH2:27][CH3:28])=[CH:19][C:6]2[C:7]3[N:12]([CH:3]([CH2:2][NH:1][S:37]([CH3:36])(=[O:39])=[O:38])[CH2:4][C:5]=2[CH:22]=1)[CH:11]=[C:10]([C:13]([O:15][CH2:16][CH3:17])=[O:14])[C:9](=[O:18])[CH:8]=3)[CH3:25]. (3) Given the reactants [O:1]=[C:2]1[CH:7]=[CH:6][C:5]([C:8]([O:10][CH3:11])=[O:9])=[CH:4][NH:3]1.[H-].[Na+].[CH2:14](I)[CH3:15].O, predict the reaction product. The product is: [CH2:14]([N:3]1[CH:4]=[C:5]([C:8]([O:10][CH3:11])=[O:9])[CH:6]=[CH:7][C:2]1=[O:1])[CH3:15]. (4) Given the reactants [NH2:1][C:2]1[CH:7]=[CH:6][C:5]([N:8]2[CH:13]=[CH:12][CH:11]=[CH:10][C:9]2=[O:14])=[CH:4][C:3]=1[F:15].[C:16]([OH:24])(=[O:23])[C:17]([CH2:19][C:20](O)=[O:21])=[CH2:18], predict the reaction product. The product is: [F:15][C:3]1[CH:4]=[C:5]([N:8]2[CH:13]=[CH:12][CH:11]=[CH:10][C:9]2=[O:14])[CH:6]=[CH:7][C:2]=1[N:1]1[C:20](=[O:21])[CH2:19][CH:17]([C:16]([OH:24])=[O:23])[CH2:18]1. (5) Given the reactants [CH:1]1([CH:7]([OH:32])[CH:8]([C:25]2[CH:30]=[CH:29][CH:28]=[CH:27][C:26]=2[F:31])[CH2:9][CH2:10][N:11]2[CH2:16][CH2:15][N:14]([C:17]3[CH:22]=[CH:21][CH:20]=[CH:19][C:18]=3[O:23][CH3:24])[CH2:13][CH2:12]2)[CH2:6][CH2:5][CH2:4][CH2:3][CH2:2]1.Cl[C:34]([O:36][CH3:37])=[O:35].O, predict the reaction product. The product is: [CH:1]1([CH:7]([O:32][C:34]([O:36][CH3:37])=[O:35])[CH:8]([C:25]2[CH:30]=[CH:29][CH:28]=[CH:27][C:26]=2[F:31])[CH2:9][CH2:10][N:11]2[CH2:16][CH2:15][N:14]([C:17]3[CH:22]=[CH:21][CH:20]=[CH:19][C:18]=3[O:23][CH3:24])[CH2:13][CH2:12]2)[CH2:6][CH2:5][CH2:4][CH2:3][CH2:2]1. (6) Given the reactants [Br:1][C:2]1[CH:7]=[C:6]([C:8]([F:17])([C:13]([F:16])([F:15])[F:14])[C:9]([F:12])([F:11])[F:10])[CH:5]=[C:4]([Br:18])[C:3]=1[N:19]([CH3:33])[C:20](=[O:32])[C:21]1[CH:26]=[CH:25][CH:24]=[C:23]([N+:27]([O-])=O)[C:22]=1[O:30][CH3:31].Cl, predict the reaction product. The product is: [NH2:27][C:23]1[C:22]([O:30][CH3:31])=[C:21]([CH:26]=[CH:25][CH:24]=1)[C:20]([N:19]([C:3]1[C:2]([Br:1])=[CH:7][C:6]([C:8]([F:17])([C:9]([F:10])([F:11])[F:12])[C:13]([F:15])([F:16])[F:14])=[CH:5][C:4]=1[Br:18])[CH3:33])=[O:32]. (7) Given the reactants C(OC(=O)[NH:7][CH:8]1[CH2:13][CH2:12][CH:11]([NH:14][S:15]([CH3:18])(=[O:17])=[O:16])[CH2:10][CH2:9]1)(C)(C)C.[F:20][C:21]([F:26])([F:25])[C:22]([OH:24])=[O:23].ClCCl, predict the reaction product. The product is: [F:20][C:21]([F:26])([F:25])[C:22]([OH:24])=[O:23].[NH2:7][CH:8]1[CH2:13][CH2:12][CH:11]([NH:14][S:15]([CH3:18])(=[O:17])=[O:16])[CH2:10][CH2:9]1.